From a dataset of Full USPTO retrosynthesis dataset with 1.9M reactions from patents (1976-2016). Predict the reactants needed to synthesize the given product. (1) Given the product [F:1][C:2]1([F:11])[CH2:7][CH2:6][CH:5]([CH2:8][NH2:10])[CH2:4][CH2:3]1, predict the reactants needed to synthesize it. The reactants are: [F:1][C:2]1([F:11])[CH2:7][CH2:6][CH:5]([C:8]([NH2:10])=O)[CH2:4][CH2:3]1.[Li]. (2) Given the product [Cl:1][C:2]1[C:3]2[CH:10]=[CH:9][N:8]([CH2:14][C:15]([N:17]([CH2:20][CH3:21])[CH2:18][CH3:19])=[O:16])[C:4]=2[N:5]=[CH:6][N:7]=1, predict the reactants needed to synthesize it. The reactants are: [Cl:1][C:2]1[C:3]2[CH:10]=[CH:9][NH:8][C:4]=2[N:5]=[CH:6][N:7]=1.[H-].[Na+].Cl[CH2:14][C:15]([N:17]([CH2:20][CH3:21])[CH2:18][CH3:19])=[O:16]. (3) Given the product [C:3]1([C@H:9]2[NH:10][CH2:11][CH2:12][N:13]([CH2:15][C:16]3[CH:17]=[CH:18][CH:19]=[CH:20][CH:21]=3)[CH2:14]2)[CH:8]=[CH:7][CH:6]=[CH:5][CH:4]=1, predict the reactants needed to synthesize it. The reactants are: Cl.Cl.[C:3]1([C@@H:9]2[CH2:14][N:13]([CH2:15][C:16]3[CH:21]=[CH:20][CH:19]=[CH:18][CH:17]=3)[CH2:12][CH2:11][N:10]2CC=C)[CH:8]=[CH:7][CH:6]=[CH:5][CH:4]=1.C.[OH-].[Na+].C1(C)C=CC=CC=1. (4) Given the product [Br:14][CH2:15][CH2:16][CH2:17][O:7][C:1]1[CH:6]=[CH:5][CH:4]=[CH:3][CH:2]=1, predict the reactants needed to synthesize it. The reactants are: [C:1]1([OH:7])[CH:6]=[CH:5][CH:4]=[CH:3][CH:2]=1.C(=O)([O-])[O-].[K+].[K+].[Br:14][CH2:15][CH2:16][CH2:17]Br.